This data is from Peptide-MHC class II binding affinity with 134,281 pairs from IEDB. The task is: Regression. Given a peptide amino acid sequence and an MHC pseudo amino acid sequence, predict their binding affinity value. This is MHC class II binding data. The binding affinity (normalized) is 0.586. The peptide sequence is LDAAYSVAYKAAVGA. The MHC is DRB1_1602 with pseudo-sequence DRB1_1602.